This data is from Full USPTO retrosynthesis dataset with 1.9M reactions from patents (1976-2016). The task is: Predict the reactants needed to synthesize the given product. (1) Given the product [OH:13][C:14]1[C:19]([CH:7]2[CH2:9][CH2:8]2)=[CH:18][C:17]([N+:21]([O-:23])=[O:22])=[CH:16][N:15]=1, predict the reactants needed to synthesize it. The reactants are: C(=O)([O-])[O-].[Cs+].[Cs+].[CH:7]1(B(O)O)[CH2:9][CH2:8]1.[OH:13][C:14]1[C:19](I)=[CH:18][C:17]([N+:21]([O-:23])=[O:22])=[CH:16][N:15]=1.Cl. (2) Given the product [F:17][C:14]1[CH:15]=[CH:16][C:11]([C:6]2[CH:7]=[C:8]3[CH2:9][O:10][CH2:2][CH2:3][N:4]3[N:5]=2)=[CH:12][CH:13]=1, predict the reactants needed to synthesize it. The reactants are: Cl[CH2:2][CH2:3][N:4]1[C:8]([CH2:9][OH:10])=[CH:7][C:6]([C:11]2[CH:16]=[CH:15][C:14]([F:17])=[CH:13][CH:12]=2)=[N:5]1.[H-].[Na+].O. (3) The reactants are: Cl[CH2:2][CH2:3][C:4]1[C:9](=[O:10])[N:8]2[CH2:11][CH2:12][CH2:13][CH:14]([OH:15])[C:7]2=[N:6][C:5]=1[CH3:16].[F:17][C:18]1[CH:32]=[CH:31][C:21]2[C:22]([CH:25]3[CH2:30][CH2:29][NH:28][CH2:27][CH2:26]3)=[N:23][O:24][C:20]=2[CH:19]=1.C(=O)([O-])[O-].[Na+].[Na+]. Given the product [CH3:16][C:5]1[N:6]=[C:7]2[N:8]([CH2:11][CH2:12][CH2:13][CH:14]2[OH:15])[C:9](=[O:10])[C:4]=1[CH2:3][CH2:2][N:28]1[CH2:27][CH2:26][CH:25]([C:22]2[C:21]3[CH:31]=[CH:32][C:18]([F:17])=[CH:19][C:20]=3[O:24][N:23]=2)[CH2:30][CH2:29]1, predict the reactants needed to synthesize it. (4) Given the product [F:12][C:2]([F:1])([C:8]([F:11])([F:10])[F:9])/[CH:3]=[CH:4]/[C:5]([NH:29][CH2:28][CH2:27][NH:26][C:22]1[CH:21]=[C:20]([CH3:19])[CH:25]=[CH:24][N:23]=1)=[O:7], predict the reactants needed to synthesize it. The reactants are: [F:1][C:2]([F:12])([C:8]([F:11])([F:10])[F:9])/[CH:3]=[CH:4]/[C:5]([OH:7])=O.C(Cl)(=O)C(Cl)=O.[CH3:19][C:20]1[CH:25]=[CH:24][N:23]=[C:22]([NH:26][CH2:27][CH2:28][NH2:29])[CH:21]=1.C(N(C(C)C)CC)(C)C. (5) The reactants are: CC1(C)C(C)(C)OB([C:9]2[CH2:10][CH2:11][N:12]([C:15]([O:17][C:18]([CH3:21])([CH3:20])[CH3:19])=[O:16])[CH2:13][CH:14]=2)O1.C([O-])([O-])=O.[K+].[K+].Br[C:30]1[CH:35]=[CH:34][C:33]([F:36])=[C:32]([N+:37]([O-:39])=[O:38])[CH:31]=1. Given the product [F:36][C:33]1[CH:34]=[CH:35][C:30]([C:9]2[CH2:10][CH2:11][N:12]([C:15]([O:17][C:18]([CH3:19])([CH3:20])[CH3:21])=[O:16])[CH2:13][CH:14]=2)=[CH:31][C:32]=1[N+:37]([O-:39])=[O:38], predict the reactants needed to synthesize it. (6) Given the product [F:22][C:19]1[CH:18]=[CH:17][C:16]([C:15]#[C:14][C:11]2[CH:12]=[CH:13][C:8]3[N:7]=[C:26]([C:28]4[CH:33]=[CH:32][CH:31]=[C:30]([N:34]5[CH:38]=[C:37]([CH3:39])[N:36]=[CH:35]5)[CH:29]=4)[CH2:25][C:24](=[O:40])[NH:23][C:9]=3[CH:10]=2)=[CH:21][CH:20]=1, predict the reactants needed to synthesize it. The reactants are: C(OC(=O)[NH:7][C:8]1[CH:13]=[CH:12][C:11]([C:14]#[C:15][C:16]2[CH:21]=[CH:20][C:19]([F:22])=[CH:18][CH:17]=2)=[CH:10][C:9]=1[NH:23][C:24](=[O:40])[CH2:25][C:26]([C:28]1[CH:33]=[CH:32][CH:31]=[C:30]([N:34]2[CH:38]=[C:37]([CH3:39])[N:36]=[CH:35]2)[CH:29]=1)=O)(C)(C)C.C(O)(C(F)(F)F)=O. (7) The reactants are: [CH3:1][C:2]1[C:10]2[CH2:9][O:8][C:7](=[O:11])[C:6]=2[CH:5]=[CH:4][C:3]=1[C:12](=[O:27])[CH:13]=[C:14]1[CH2:19][CH2:18][N:17]([C:20]([O:22][C:23]([CH3:26])([CH3:25])[CH3:24])=[O:21])[CH2:16][CH2:15]1. Given the product [CH3:1][C:2]1[C:10]2[CH2:9][O:8][C:7](=[O:11])[C:6]=2[CH:5]=[CH:4][C:3]=1[C:12](=[O:27])[CH2:13][CH:14]1[CH2:19][CH2:18][N:17]([C:20]([O:22][C:23]([CH3:25])([CH3:24])[CH3:26])=[O:21])[CH2:16][CH2:15]1, predict the reactants needed to synthesize it. (8) Given the product [F:9][C:10]1[CH:15]=[CH:14][C:13]([O:16][C:2]2[N:7]=[CH:6][C:5]([OH:8])=[CH:4][CH:3]=2)=[CH:12][CH:11]=1, predict the reactants needed to synthesize it. The reactants are: Br[C:2]1[N:7]=[CH:6][C:5]([OH:8])=[CH:4][CH:3]=1.[F:9][C:10]1[CH:15]=[CH:14][C:13]([OH:16])=[CH:12][CH:11]=1.C(=O)([O-])[O-].[Cs+].[Cs+].O.